Dataset: Peptide-MHC class I binding affinity with 185,985 pairs from IEDB/IMGT. Task: Regression. Given a peptide amino acid sequence and an MHC pseudo amino acid sequence, predict their binding affinity value. This is MHC class I binding data. (1) The peptide sequence is LSKRERQLAK. The MHC is HLA-A11:01 with pseudo-sequence HLA-A11:01. The binding affinity (normalized) is 0.351. (2) The peptide sequence is RFEVKKRDG. The MHC is HLA-A24:02 with pseudo-sequence HLA-A24:02. The binding affinity (normalized) is 0. (3) The peptide sequence is IIYVGCGER. The MHC is HLA-B46:01 with pseudo-sequence HLA-B46:01. The binding affinity (normalized) is 0.0847. (4) The peptide sequence is AVEHIPTMKI. The MHC is HLA-A02:01 with pseudo-sequence HLA-A02:01. The binding affinity (normalized) is 0.116. (5) The peptide sequence is GLFCLLNRY. The MHC is HLA-A03:01 with pseudo-sequence HLA-A03:01. The binding affinity (normalized) is 0.378. (6) The peptide sequence is ATSIYTIER. The MHC is HLA-B07:02 with pseudo-sequence HLA-B07:02. The binding affinity (normalized) is 0. (7) The peptide sequence is LVGKLNWASQIY. The MHC is HLA-A03:01 with pseudo-sequence HLA-A03:01. The binding affinity (normalized) is 0.187.